This data is from Forward reaction prediction with 1.9M reactions from USPTO patents (1976-2016). The task is: Predict the product of the given reaction. (1) Given the reactants [CH3:1][C:2]1[CH:10]=[C:9](C(O)=O)[C:8]([CH3:14])=[CH:7][C:3]=1[C:4](O)=[O:5].C[N:16](C(ON1N=NC2C=CC=NC1=2)=[N+](C)C)C.F[P-](F)(F)(F)(F)F.C(N(CC)C(C)C)(C)C.C[N:49]([CH:51]=[O:52])C, predict the reaction product. The product is: [CH3:1][C:2]1[CH:10]=[C:9]([C:51]([NH2:49])=[O:52])[C:8]([CH3:14])=[CH:7][C:3]=1[C:4]([NH2:16])=[O:5]. (2) The product is: [F:1][C:2]1[CH:7]=[C:6]([I:8])[CH:5]=[CH:4][C:3]=1[NH:9][C:10]1[N:15]([CH3:16])[C:14](=[O:17])[C:13]2[CH:18]=[CH:19][O:20][C:12]=2[C:11]=1[C:21]([NH:24][CH2:25][CH2:26][CH2:27][OH:28])=[O:22]. Given the reactants [F:1][C:2]1[CH:7]=[C:6]([I:8])[CH:5]=[CH:4][C:3]=1[NH:9][C:10]1[N:15]([CH3:16])[C:14](=[O:17])[C:13]2[CH:18]=[CH:19][O:20][C:12]=2[C:11]=1[C:21](O)=[O:22].[NH2:24][CH2:25][CH2:26][CH2:27][OH:28].C(Cl)CCl.C1C=CC2N(O)N=NC=2C=1, predict the reaction product. (3) Given the reactants [NH2:1][CH:2]1[CH2:7][CH2:6][CH2:5][NH:4][C:3]1=[O:8].[CH3:9][C:10]([O:13][C:14](O[C:14]([O:13][C:10]([CH3:12])([CH3:11])[CH3:9])=[O:15])=[O:15])([CH3:12])[CH3:11].CCN(CC)CC, predict the reaction product. The product is: [C:10]([O:13][C:14]([N:4]1[CH2:5][CH2:6][CH2:7][CH:2]([NH2:1])[C:3]1=[O:8])=[O:15])([CH3:12])([CH3:11])[CH3:9]. (4) Given the reactants [C:1]1([CH2:7][CH2:8][NH2:9])[CH:6]=[CH:5][CH:4]=[CH:3][CH:2]=1.ClC1C(N[S:22]([C:25]2[CH:34]=[CH:33][C:28]([C:29]([O:31][CH3:32])=[O:30])=[CH:27][CH:26]=2)(=[O:24])=[O:23])=NC=C(C(F)(F)F)C=1.CCN(CC)CC.Cl, predict the reaction product. The product is: [CH2:8]([NH:9][S:22]([C:25]1[CH:26]=[CH:27][C:28]([C:29]([O:31][CH3:32])=[O:30])=[CH:33][CH:34]=1)(=[O:24])=[O:23])[CH2:7][C:1]1[CH:6]=[CH:5][CH:4]=[CH:3][CH:2]=1.